Dataset: Reaction yield outcomes from USPTO patents with 853,638 reactions. Task: Predict the reaction yield, written as a fraction of the theoretical maximum amount of product (1.0 means a 100% yield; for example, 0.34 means a 34% yield). (1) The reactants are [Br:1][C:2]1[CH:3]=[C:4]([S:11]([OH:14])(=[O:13])=O)[CH:5]=[C:6]([N+:8]([O-:10])=[O:9])[CH:7]=1.P(Cl)(Cl)(Cl)(Cl)Cl.[C:21]([NH2:25])([CH3:24])([CH3:23])[CH3:22].C(N(CC)C(C)C)(C)C. The catalyst is C1(C)C=CC=CC=1.Cl. The product is [Br:1][C:2]1[CH:3]=[C:4]([S:11]([NH:25][C:21]([CH3:24])([CH3:23])[CH3:22])(=[O:13])=[O:14])[CH:5]=[C:6]([N+:8]([O-:10])=[O:9])[CH:7]=1. The yield is 0.980. (2) The reactants are Cl.Cl.[F:3][C:4]1[CH:14]=[CH:13][C:12]2=[C:15]3[C:5]=1[O:6][CH2:7][C@H:8]([CH3:34])[N:9]3[C:10]([C@@H:16]([NH:18][C:19]1[N:27]=[CH:26][N:25]=[C:24]3[C:20]=1[N:21]=[CH:22][N:23]3C1CCCCO1)[CH3:17])=[N:11]2. The catalyst is O1CCOCC1.CO. The product is [F:3][C:4]1[CH:14]=[CH:13][C:12]2=[C:15]3[C:5]=1[O:6][CH2:7][C@H:8]([CH3:34])[N:9]3[C:10]([C@@H:16]([NH:18][C:19]1[N:27]=[CH:26][N:25]=[C:24]3[C:20]=1[N:21]=[CH:22][NH:23]3)[CH3:17])=[N:11]2. The yield is 0.920. (3) The reactants are [CH3:1][N:2]([CH3:23])[CH2:3][CH2:4][N:5]1[CH2:10][CH2:9][O:8][C:7]2[CH:11]=[CH:12][C:13]([NH:15][C:16]([C:18]3[S:19][CH:20]=[CH:21][CH:22]=3)=[NH:17])=[CH:14][C:6]1=2.[ClH:24]. The catalyst is CO. The product is [ClH:24].[ClH:24].[CH3:1][N:2]([CH3:23])[CH2:3][CH2:4][N:5]1[CH2:10][CH2:9][O:8][C:7]2[CH:11]=[CH:12][C:13]([NH:15][C:16]([C:18]3[S:19][CH:20]=[CH:21][CH:22]=3)=[NH:17])=[CH:14][C:6]1=2. The yield is 0.737. (4) The reactants are C([O-])(=O)C.[K+].[Cl:6][C:7]1[CH:8]=[C:9]2[C:14](=[CH:15][CH:16]=1)[NH:13][C:12](=[O:17])[C:11]([CH:18]=O)=[CH:10]2.Cl.[NH2:21]O.CC(O)=O. The catalyst is O.CO.CCOC(C)=O.[Zn]. The product is [NH2:21][CH2:18][C:11]1[C:12](=[O:17])[NH:13][C:14]2[C:9]([CH:10]=1)=[CH:8][C:7]([Cl:6])=[CH:16][CH:15]=2. The yield is 0.219. (5) The reactants are Br[C:2]1[C:3]([NH2:9])=[N:4][C:5]([Cl:8])=[N:6][CH:7]=1.C1(C)C=CC=CC=1.C([Sn](CCCC)(CCCC)[CH:22]=[CH:23][O:24][CH2:25][CH3:26])CCC. The catalyst is C(OCC)(=O)C.C1C=CC([P]([Pd]([P](C2C=CC=CC=2)(C2C=CC=CC=2)C2C=CC=CC=2)([P](C2C=CC=CC=2)(C2C=CC=CC=2)C2C=CC=CC=2)[P](C2C=CC=CC=2)(C2C=CC=CC=2)C2C=CC=CC=2)(C2C=CC=CC=2)C2C=CC=CC=2)=CC=1. The product is [Cl:8][C:5]1[N:4]=[C:3]([NH2:9])[C:2]([CH:22]=[CH:23][O:24][CH2:25][CH3:26])=[CH:7][N:6]=1. The yield is 0.460. (6) The reactants are [CH3:1][C:2]([CH3:36])([CH3:35])[C:3](=[O:34])[CH2:4][O:5][C:6]1[CH:11]=[CH:10][C:9]([C:12]([C:17]2[CH:32]=[CH:31][C:20]3[CH:21]=[C:22]([C:24]([NH:26][CH2:27][C:28]([OH:30])=[O:29])=[O:25])[O:23][C:19]=3[CH:18]=2)([CH2:15][CH3:16])[CH2:13][CH3:14])=[CH:8][C:7]=1[CH3:33].[BH4-].[Na+].[CH2:39]1COCC1. No catalyst specified. The product is [CH2:15]([C:12]([C:17]1[CH:32]=[CH:31][C:20]2[CH:21]=[C:22]([C:24]([N:26]([CH2:27][C:28]([OH:30])=[O:29])[CH3:39])=[O:25])[O:23][C:19]=2[CH:18]=1)([C:9]1[CH:10]=[CH:11][C:6]([O:5][CH2:4][CH:3]([OH:34])[C:2]([CH3:1])([CH3:35])[CH3:36])=[C:7]([CH3:33])[CH:8]=1)[CH2:13][CH3:14])[CH3:16]. The yield is 0.590.